Task: Binary Classification. Given a T-cell receptor sequence (or CDR3 region) and an epitope sequence, predict whether binding occurs between them.. Dataset: TCR-epitope binding with 47,182 pairs between 192 epitopes and 23,139 TCRs (1) The epitope is YLNTLTLAV. The TCR CDR3 sequence is CASSLGQGATYEQYF. Result: 0 (the TCR does not bind to the epitope). (2) The epitope is ILHCANFNV. The TCR CDR3 sequence is CASRLSGGGYNEQFF. Result: 0 (the TCR does not bind to the epitope). (3) The epitope is RTLNAWVKV. The TCR CDR3 sequence is CASSSPKAGGPETQYF. Result: 0 (the TCR does not bind to the epitope). (4) The epitope is HTTDPSFLGRY. The TCR CDR3 sequence is CASSLEGPAYEQYF. Result: 1 (the TCR binds to the epitope). (5) The epitope is TPINLVRDL. The TCR CDR3 sequence is CASSPYRDADEKLFF. Result: 1 (the TCR binds to the epitope). (6) The epitope is KRWIILGLNK. Result: 0 (the TCR does not bind to the epitope). The TCR CDR3 sequence is CASSLLAENTNEQFF.